This data is from Reaction yield outcomes from USPTO patents with 853,638 reactions. The task is: Predict the reaction yield, written as a fraction of the theoretical maximum amount of product (1.0 means a 100% yield; for example, 0.34 means a 34% yield). (1) The reactants are [CH:1]1[C:13]2[CH:12]([CH2:14][O:15][C:16](ON3C(=O)CCC3=O)=[O:17])[C:11]3[C:6](=[CH:7][CH:8]=[CH:9][CH:10]=3)[C:5]=2[CH:4]=[CH:3][CH:2]=1.[NH2:26][CH2:27][C@H:28]1[CH2:33][CH2:32][C@H:31]([C:34]([OH:36])=[O:35])[CH2:30][CH2:29]1.Cl. The catalyst is O1CCOCC1.C([O-])([O-])=O.[Na+].[Na+]. The product is [CH:1]1[C:13]2[CH:12]([CH2:14][O:15][C:16]([NH:26][CH2:27][C@H:28]3[CH2:29][CH2:30][C@H:31]([C:34]([OH:36])=[O:35])[CH2:32][CH2:33]3)=[O:17])[C:11]3[C:6](=[CH:7][CH:8]=[CH:9][CH:10]=3)[C:5]=2[CH:4]=[CH:3][CH:2]=1. The yield is 0.330. (2) The reactants are [O:1]=[C:2]1[C:10]2[C:5](=[CH:6][C:7]([N+:11]([O-])=O)=[CH:8][CH:9]=2)[C:4](=[O:14])[N:3]1[CH:15]1[CH2:20][CH2:19][C:18](=[O:21])[NH:17][C:16]1=[O:22]. The catalyst is O1CCOCC1.[Pd]. The product is [O:1]=[C:2]1[C:10]2[C:5](=[CH:6][C:7]([NH2:11])=[CH:8][CH:9]=2)[C:4](=[O:14])[N:3]1[CH:15]1[CH2:20][CH2:19][C:18](=[O:21])[NH:17][C:16]1=[O:22]. The yield is 0.690.